From a dataset of hERG potassium channel inhibition data for cardiac toxicity prediction from Karim et al.. Regression/Classification. Given a drug SMILES string, predict its toxicity properties. Task type varies by dataset: regression for continuous values (e.g., LD50, hERG inhibition percentage) or binary classification for toxic/non-toxic outcomes (e.g., AMES mutagenicity, cardiotoxicity, hepatotoxicity). Dataset: herg_karim. (1) The drug is Cn1c(SCCCN2CC[C@]3(C[C@@H]3c3ccc(C(F)(F)F)cc3)C2)nnc1-c1cccnc1C(F)(F)F. The result is 1 (blocker). (2) The molecule is COCCOCC#Cc1cc(-c2[nH]nc3c2Cc2ccc(Cn4cncn4)cc2-3)cs1. The result is 0 (non-blocker).